This data is from Forward reaction prediction with 1.9M reactions from USPTO patents (1976-2016). The task is: Predict the product of the given reaction. (1) The product is: [Si:1]([O:8][C@H:9]([C:28]1[CH:37]=[CH:36][C:35]([OH:38])=[C:34]2[C:29]=1[CH:30]=[CH:31][C:32](=[O:39])[NH:33]2)[CH2:10][NH:11][CH2:12][CH:13]1[CH2:18][CH2:17][N:16]([CH2:19][CH2:20][C:21]([OH:23])=[O:22])[CH2:15][CH2:14]1)([C:4]([CH3:7])([CH3:5])[CH3:6])([CH3:2])[CH3:3]. Given the reactants [Si:1]([O:8][C@H:9]([C:28]1[CH:37]=[CH:36][C:35]([OH:38])=[C:34]2[C:29]=1[CH:30]=[CH:31][C:32](=[O:39])[NH:33]2)[CH2:10][NH:11][CH2:12][CH:13]1[CH2:18][CH2:17][N:16]([CH2:19][CH2:20][C:21]([O:23]C(C)(C)C)=[O:22])[CH2:15][CH2:14]1)([C:4]([CH3:7])([CH3:6])[CH3:5])([CH3:3])[CH3:2], predict the reaction product. (2) Given the reactants Br[C:2]1[C:11]([N:12]([CH2:19][CH3:20])[CH:13]2[CH2:18][CH2:17][O:16][CH2:15][CH2:14]2)=[CH:10][C:9]([Cl:21])=[CH:8][C:3]=1[C:4]([O:6][CH3:7])=[O:5].[CH2:22]([Sn](CCCC)(CCCC)CCCC)[CH:23]=[CH2:24].C([O-])([O-])=O.[K+].[K+].C(Cl)Cl, predict the reaction product. The product is: [CH2:24]([C:2]1[C:11]([N:12]([CH2:19][CH3:20])[CH:13]2[CH2:18][CH2:17][O:16][CH2:15][CH2:14]2)=[CH:10][C:9]([Cl:21])=[CH:8][C:3]=1[C:4]([O:6][CH3:7])=[O:5])[CH:23]=[CH2:22].